Dataset: Catalyst prediction with 721,799 reactions and 888 catalyst types from USPTO. Task: Predict which catalyst facilitates the given reaction. (1) Reactant: CCOC(/N=N/C(OCC)=O)=O.O[C:14]1[CH:19]=[CH:18][C:17]([C:20]([F:23])([F:22])[F:21])=[CH:16][C:15]=1[NH:24][C:25]([C@H:27]1[CH2:32][N:31]([C:33]([O:35][C:36]([CH3:39])([CH3:38])[CH3:37])=[O:34])[C@H:30]([CH3:40])[CH2:29][CH2:28]1)=[O:26].C1C=CC(P(C2C=CC=CC=2)C2C=CC=CC=2)=CC=1. Product: [CH3:40][C@@H:30]1[CH2:29][CH2:28][C@@H:27]([C:25]2[O:26][C:14]3[CH:19]=[CH:18][C:17]([C:20]([F:22])([F:23])[F:21])=[CH:16][C:15]=3[N:24]=2)[CH2:32][N:31]1[C:33]([O:35][C:36]([CH3:37])([CH3:39])[CH3:38])=[O:34]. The catalyst class is: 1. (2) The catalyst class is: 24. Product: [CH3:16][N:17]([C:9]([N:11]=[C:12]([NH2:14])[NH2:13])=[NH:10])[CH3:18].[ClH:15]. Reactant: C1(C)C(C)=CC=CC=1.[C:9]([N:11]=[C:12]([NH2:14])[NH2:13])#[N:10].[ClH:15].[CH3:16][NH:17][CH3:18].N#N. (3) Reactant: C(O[C:4](=O)[NH:5][CH:6]1[CH2:11][CH2:10][CH2:9][CH2:8][CH:7]1[OH:12])C.[H-].[H-].[H-].[H-].[Li+].[Al+3]. Product: [CH3:4][NH:5][CH:6]1[CH2:11][CH2:10][CH2:9][CH2:8][CH:7]1[OH:12]. The catalyst class is: 1. (4) Reactant: C([SiH2][O:6][C:7](C1C=CC=CC=1)(C1C=CC=CC=1)[C:8]1[C:9]([N:19]2[CH2:24][C@H:23]([CH3:25])[O:22][C@H:21]([CH3:26])[CH2:20]2)=[C:10]([F:18])[C:11]([F:17])=[C:12]([CH:16]=1)[C:13]([OH:15])=[O:14])(C)(C)C.Cl. Product: [CH3:26][C@H:21]1[O:22][C@@H:23]([CH3:25])[CH2:24][N:19]([C:9]2[C:8]([CH2:7][OH:6])=[CH:16][C:12]([C:13]([OH:15])=[O:14])=[C:11]([F:17])[C:10]=2[F:18])[CH2:20]1. The catalyst class is: 12. (5) Reactant: [S:1]1[CH:5]=[C:4]([CH2:6][NH2:7])[N:3]=[CH:2]1.[Cl:8][C:9]1[N:14]=[C:13]([N:15]([C:31]([O:33][C:34]([CH3:37])([CH3:36])[CH3:35])=[O:32])[N:16]([C:24]([O:26][C:27]([CH3:30])([CH3:29])[CH3:28])=[O:25])[C:17]([O:19][C:20]([CH3:23])([CH3:22])[CH3:21])=[O:18])[C:12]([F:38])=[C:11](Cl)[N:10]=1.C(N(CC)CC)C. Product: [Cl:8][C:9]1[N:14]=[C:13]([N:15]([C:31]([O:33][C:34]([CH3:37])([CH3:36])[CH3:35])=[O:32])[N:16]([C:17]([O:19][C:20]([CH3:21])([CH3:22])[CH3:23])=[O:18])[C:24]([O:26][C:27]([CH3:28])([CH3:29])[CH3:30])=[O:25])[C:12]([F:38])=[C:11]([NH:7][CH2:6][C:4]2[N:3]=[CH:2][S:1][CH:5]=2)[N:10]=1. The catalyst class is: 20. (6) Reactant: [Cl:1][C:2]1[CH:18]=[C:17]([O:19][CH2:20][CH:21]=[C:22]([Cl:24])[Cl:23])[CH:16]=[C:15]([Cl:25])[C:3]=1[O:4][CH2:5][CH2:6][CH2:7][CH2:8][CH2:9][O:10][CH2:11][C:12](=O)[CH3:13].Cl.[C:27]([O:31][NH2:32])([CH3:30])([CH3:29])[CH3:28].Cl. The catalyst class is: 17. Product: [C:27]([O:31][N:32]=[C:12]([CH2:11][O:10][CH2:9][CH2:8][CH2:7][CH2:6][CH2:5][O:4][C:3]1[C:2]([Cl:1])=[CH:18][C:17]([O:19][CH2:20][CH:21]=[C:22]([Cl:24])[Cl:23])=[CH:16][C:15]=1[Cl:25])[CH3:13])([CH3:30])([CH3:29])[CH3:28]. (7) Reactant: F[B-](F)(F)F.C([PH+](C(C)(C)C)C(C)(C)C)(C)(C)C.[F-].[Cs+].[Cl:21][C:22]1[CH:27]=[CH:26][CH:25]=[C:24]([Cl:28])[C:23]=1B(O)O.[F:32][C:33]1[C:38]([CH2:39][O:40][C:41]2[CH:49]=[CH:48][C:47]3[C@@H:46]4[C@@H:50]([C:51]([O:53][CH2:54][CH3:55])=[O:52])[C@@H:45]4[CH2:44][C:43]=3[CH:42]=2)=[C:37]([CH3:56])[C:36](I)=[CH:35][CH:34]=1. Product: [Cl:21][C:22]1[CH:27]=[CH:26][CH:25]=[C:24]([Cl:28])[C:23]=1[C:36]1[CH:35]=[CH:34][C:33]([F:32])=[C:38]([CH2:39][O:40][C:41]2[CH:49]=[CH:48][C:47]3[C@@H:46]4[C@@H:50]([C:51]([O:53][CH2:54][CH3:55])=[O:52])[C@@H:45]4[CH2:44][C:43]=3[CH:42]=2)[C:37]=1[CH3:56]. The catalyst class is: 110. (8) Reactant: [NH2:1][C:2]1[CH:10]=[CH:9][CH:8]=[C:7]([C:11]([F:14])([F:13])[F:12])[C:3]=1[C:4](O)=[O:5].[H-].[H-].[H-].[H-].[Li+].[Al+3]. Product: [NH2:1][C:2]1[CH:10]=[CH:9][CH:8]=[C:7]([C:11]([F:12])([F:13])[F:14])[C:3]=1[CH2:4][OH:5]. The catalyst class is: 7. (9) Reactant: [F:1][C:2]1[CH:7]=[CH:6][C:5]([CH2:8][NH:9][C:10]([C:12]2[N:13]=[C:14]3[C:20]4([N:23]([CH3:31])[C:24](=[O:30])[C:25]([N:27]([CH3:29])[CH3:28])=[O:26])[CH2:21][CH2:22][C:17]([CH2:32][O:33]S(C5C=CC(C)=CC=5)(=O)=O)([CH2:18][CH2:19]4)[CH2:16][N:15]3[C:44](=[O:47])[C:45]=2[OH:46])=[O:11])=[CH:4][C:3]=1[CH3:48].[C:49](C1C=C(C)C=C(C(C)(C)C)N=1)(C)(C)C.F[B-](F)(F)F.C[O+](C)C.CC1C=CC=CN=1.C(O)(C(F)(F)F)=O. Product: [F:1][C:2]1[CH:7]=[CH:6][C:5]([CH2:8][NH:9][C:10]([C:12]2[N:13]=[C:14]3[C:20]4([N:23]([CH3:31])[C:24](=[O:30])[C:25]([N:27]([CH3:28])[CH3:29])=[O:26])[CH2:19][CH2:18][C:17]([CH2:32][O:33][CH3:49])([CH2:22][CH2:21]4)[CH2:16][N:15]3[C:44](=[O:47])[C:45]=2[OH:46])=[O:11])=[CH:4][C:3]=1[CH3:48]. The catalyst class is: 2.